This data is from TCR-epitope binding with 47,182 pairs between 192 epitopes and 23,139 TCRs. The task is: Binary Classification. Given a T-cell receptor sequence (or CDR3 region) and an epitope sequence, predict whether binding occurs between them. (1) The epitope is HLVDFQVTI. The TCR CDR3 sequence is CASSQSRGTEAFF. Result: 0 (the TCR does not bind to the epitope). (2) The epitope is TSNQVAVLY. The TCR CDR3 sequence is CASSLGQGVLSDTQYF. Result: 0 (the TCR does not bind to the epitope). (3) The epitope is GLNKIVRMY. The TCR CDR3 sequence is CASSFLAGGQDEQFF. Result: 0 (the TCR does not bind to the epitope).